The task is: Regression. Given two drug SMILES strings and cell line genomic features, predict the synergy score measuring deviation from expected non-interaction effect.. This data is from NCI-60 drug combinations with 297,098 pairs across 59 cell lines. (1) Drug 1: CC1=CC2C(CCC3(C2CCC3(C(=O)C)OC(=O)C)C)C4(C1=CC(=O)CC4)C. Drug 2: CS(=O)(=O)OCCCCOS(=O)(=O)C. Cell line: KM12. Synergy scores: CSS=6.20, Synergy_ZIP=-2.15, Synergy_Bliss=-0.120, Synergy_Loewe=0.132, Synergy_HSA=1.13. (2) Drug 1: C1CC(=O)NC(=O)C1N2CC3=C(C2=O)C=CC=C3N. Drug 2: CC1=C(C=C(C=C1)C(=O)NC2=CC(=CC(=C2)C(F)(F)F)N3C=C(N=C3)C)NC4=NC=CC(=N4)C5=CN=CC=C5. Cell line: COLO 205. Synergy scores: CSS=2.35, Synergy_ZIP=5.99, Synergy_Bliss=7.95, Synergy_Loewe=4.21, Synergy_HSA=3.51.